From a dataset of Catalyst prediction with 721,799 reactions and 888 catalyst types from USPTO. Predict which catalyst facilitates the given reaction. (1) Reactant: [Br:1][C:2]1[CH:7]=[CH:6][C:5]([C:8](=O)[CH2:9][CH2:10][C:11]([OH:13])=O)=[CH:4][CH:3]=1.[NH2:15][NH2:16]. Product: [Br:1][C:2]1[CH:7]=[CH:6][C:5]([C:8]2[CH2:9][CH2:10][C:11](=[O:13])[NH:15][N:16]=2)=[CH:4][CH:3]=1. The catalyst class is: 14. (2) Reactant: [O:1]=[C:2]1[CH2:10][C:9]2[C:4](=[CH:5][C:6]([NH:11][C:12]3[CH:13]=[C:14]([NH:18][C:19]([NH:21][C:22]4[CH:27]=[C:26]([F:28])[C:25]([F:29])=[C:24]([F:30])[CH:23]=4)=[O:20])[CH:15]=[CH:16][CH:17]=3)=[CH:7][CH:8]=2)[NH:3]1.[NH:31]1[CH:35]=[CH:34][CH:33]=[C:32]1[CH:36]=O.N1CCCCC1. Product: [O:1]=[C:2]1[C:10](=[CH:36][C:32]2[NH:31][CH:35]=[CH:34][CH:33]=2)[C:9]2[C:4](=[CH:5][C:6]([NH:11][C:12]3[CH:13]=[C:14]([NH:18][C:19]([NH:21][C:22]4[CH:23]=[C:24]([F:30])[C:25]([F:29])=[C:26]([F:28])[CH:27]=4)=[O:20])[CH:15]=[CH:16][CH:17]=3)=[CH:7][CH:8]=2)[NH:3]1. The catalyst class is: 8. (3) Product: [Br:1][CH2:2][CH2:3][CH2:4][CH2:5][CH2:6][CH2:7][CH2:8][C:9]([NH:11][C:12]1[CH:24]=[CH:23][C:15]([C:16]([OH:18])=[O:17])=[CH:14][CH:13]=1)=[O:10]. Reactant: [Br:1][CH2:2][CH2:3][CH2:4][CH2:5][CH2:6][CH2:7][CH2:8][C:9]([NH:11][C:12]1[CH:24]=[CH:23][C:15]([C:16]([O:18]C(C)(C)C)=[O:17])=[CH:14][CH:13]=1)=[O:10].Cl.O1CCOCC1. The catalyst class is: 4. (4) Reactant: B#B.[CH3:3][O:4][C:5]1[C:13]([N+:14]([O-:16])=[O:15])=[CH:12][C:8]([C:9](O)=[O:10])=[CH:7][N:6]=1.CO. Product: [CH3:3][O:4][C:5]1[N:6]=[CH:7][C:8]([CH2:9][OH:10])=[CH:12][C:13]=1[N+:14]([O-:16])=[O:15]. The catalyst class is: 7. (5) Product: [CH3:46][N:47]([CH3:52])[CH2:48][C:49]([N:29]1[CH2:28][CH2:27][N:26]([C:23]2[CH:24]=[CH:25][C:20]([C:17]3[CH:18]=[C:19]4[C:11]([C:9]5[CH:8]=[N:7][N:6]([CH2:5][C:4]6[CH:42]=[CH:43][CH:44]=[C:2]([F:1])[CH:3]=6)[CH:10]=5)=[CH:12][N:13]([S:32]([C:35]5[CH:41]=[CH:40][C:38]([CH3:39])=[CH:37][CH:36]=5)(=[O:33])=[O:34])[C:14]4=[N:15][CH:16]=3)=[CH:21][CH:22]=2)[CH2:31][CH2:30]1)=[O:50]. Reactant: [F:1][C:2]1[CH:3]=[C:4]([CH:42]=[CH:43][CH:44]=1)[CH2:5][N:6]1[CH:10]=[C:9]([C:11]2[C:19]3[C:14](=[N:15][CH:16]=[C:17]([C:20]4[CH:25]=[CH:24][C:23]([N:26]5[CH2:31][CH2:30][NH:29][CH2:28][CH2:27]5)=[CH:22][CH:21]=4)[CH:18]=3)[N:13]([S:32]([C:35]3[CH:41]=[CH:40][C:38]([CH3:39])=[CH:37][CH:36]=3)(=[O:34])=[O:33])[CH:12]=2)[CH:8]=[N:7]1.Cl.[CH3:46][N:47]([CH3:52])[CH2:48][C:49](O)=[O:50].CN(C(ON1N=NC2C=CC=NC1=2)=[N+](C)C)C.F[P-](F)(F)(F)(F)F.C1C=CC2N(O)N=NC=2C=1.CCN(C(C)C)C(C)C. The catalyst class is: 3. (6) Reactant: [C:1]([O:5][C:6]([N:8]1[C:16]2[C:11](=[CH:12][CH:13]=[CH:14][CH:15]=2)[CH:10]=[C:9]1B(O)O)=[O:7])([CH3:4])([CH3:3])[CH3:2].[Cl:20][C:21]1[CH:26]=[C:25](Br)[CH:24]=[CH:23][N:22]=1.O. Product: [Cl:20][C:21]1[CH:26]=[C:25]([C:9]2[N:8]([C:6]([O:5][C:1]([CH3:4])([CH3:3])[CH3:2])=[O:7])[C:16]3[C:11]([CH:10]=2)=[CH:12][CH:13]=[CH:14][CH:15]=3)[CH:24]=[CH:23][N:22]=1. The catalyst class is: 151. (7) Reactant: [Cl:1][C:2]1[CH:7]=[CH:6][CH:5]=[CH:4][C:3]=1[C:8]1[C:12]([C:13]([C:15]2[CH:20]=[CH:19][C:18]([O:21][CH:22]3[CH2:25][N:24]([CH2:26][CH2:27][CH3:28])[CH2:23]3)=[CH:17][CH:16]=2)=[O:14])=[C:11]([C:29]2[CH:34]=[CH:33][C:32]([OH:35])=[CH:31][CH:30]=2)[O:10][N:9]=1.[BH4-].[Na+].O. Product: [Cl:1][C:2]1[CH:7]=[CH:6][CH:5]=[CH:4][C:3]=1[C:8]1[C:12]([CH:13]([OH:14])[C:15]2[CH:16]=[CH:17][C:18]([O:21][CH:22]3[CH2:23][N:24]([CH2:26][CH2:27][CH3:28])[CH2:25]3)=[CH:19][CH:20]=2)=[C:11]([C:29]2[CH:30]=[CH:31][C:32]([OH:35])=[CH:33][CH:34]=2)[O:10][N:9]=1. The catalyst class is: 8.